Predict the reactants needed to synthesize the given product. From a dataset of Full USPTO retrosynthesis dataset with 1.9M reactions from patents (1976-2016). The reactants are: [CH:1](=O)[C:2]1[CH:9]=[CH:8][C:5]([CH:6]=[O:7])=[CH:4][CH:3]=1.[CH3:11][C:12]1[CH:17]=[C:16]([CH3:18])[CH:15]=[CH:14][C:13]=1[OH:19].[OH2:20].[C:21]1([CH3:31])[CH:26]=[CH:25][C:24](S(O)(=O)=O)=[CH:23][CH:22]=1.[C:32]1(C)C(C)=CC=CC=1. Given the product [OH:20][C:24]1[C:25]([CH3:32])=[CH:26][C:21]([CH3:31])=[CH:22][C:23]=1[C:4]1[C:3]([C:14]2[CH:15]=[C:16]([CH3:18])[CH:17]=[C:12]([CH3:11])[C:13]=2[OH:19])=[C:2]([CH3:1])[CH:9]=[CH:8][C:5]=1[CH:6]=[O:7], predict the reactants needed to synthesize it.